Dataset: Catalyst prediction with 721,799 reactions and 888 catalyst types from USPTO. Task: Predict which catalyst facilitates the given reaction. Reactant: [F:1][C:2]1[CH:7]=[C:6]([I:8])[CH:5]=[CH:4][C:3]=1[NH:9][C:10]1[C:18]([C:19](O)=[O:20])=[C:17]2[N:13]([CH2:14][CH2:15][CH2:16]2)[C:12](=[O:22])[C:11]=1[CH3:23].C([O:28][CH2:29][CH2:30][O:31][NH2:32])(C)(C)C.CN(C(ON1N=NC2C=CC=NC1=2)=[N+](C)C)C.F[P-](F)(F)(F)(F)F.CN1CCOCC1. Product: [F:1][C:2]1[CH:7]=[C:6]([I:8])[CH:5]=[CH:4][C:3]=1[NH:9][C:10]1[C:18]([C:19]([NH:32][O:31][CH2:30][CH2:29][OH:28])=[O:20])=[C:17]2[N:13]([CH2:14][CH2:15][CH2:16]2)[C:12](=[O:22])[C:11]=1[CH3:23]. The catalyst class is: 3.